This data is from Reaction yield outcomes from USPTO patents with 853,638 reactions. The task is: Predict the reaction yield, written as a fraction of the theoretical maximum amount of product (1.0 means a 100% yield; for example, 0.34 means a 34% yield). (1) The reactants are [N:1]([CH2:4][C:5]1[CH:10]=[CH:9][C:8]([F:11])=[CH:7][C:6]=1[I:12])=[N+]=[N-].C1(P(C2C=CC=CC=2)C2C=CC=CC=2)C=CC=CC=1.O. The catalyst is CN(C=O)C. The product is [F:11][C:8]1[CH:9]=[CH:10][C:5]([CH2:4][NH2:1])=[C:6]([I:12])[CH:7]=1. The yield is 0.620. (2) The reactants are [CH2:1]([C:8]1[CH:13]=[CH:12][C:11]([C:14]2[CH:19]=[CH:18][C:17]([C:20]([OH:22])=O)=[CH:16][CH:15]=2)=[CH:10][CH:9]=1)[CH2:2][CH2:3][CH2:4][CH2:5][CH2:6][CH3:7].S(Cl)(Cl)=O.O.[NH2:28][NH2:29]. The catalyst is CCOC(C)=O. The product is [CH2:1]([C:8]1[CH:13]=[CH:12][C:11]([C:14]2[CH:19]=[CH:18][C:17]([C:20]([NH:28][NH2:29])=[O:22])=[CH:16][CH:15]=2)=[CH:10][CH:9]=1)[CH2:2][CH2:3][CH2:4][CH2:5][CH2:6][CH3:7]. The yield is 0.170. (3) The reactants are [Br:1][C:2]1[CH:3]=[CH:4][C:5]([Cl:24])=[C:6]([CH:23]=1)[C:7]([NH:9][C:10]1[N:14]([C:15]2[CH:20]=[CH:19][CH:18]=[CH:17][CH:16]=2)[N:13]=[C:12]([C:21]#[N:22])[CH:11]=1)=[O:8].C([O-])([O-])=[O:26].[K+].[K+].OO. The catalyst is CS(C)=O. The product is [Br:1][C:2]1[CH:3]=[CH:4][C:5]([Cl:24])=[C:6]([CH:23]=1)[C:7]([NH:9][C:10]1[N:14]([C:15]2[CH:20]=[CH:19][CH:18]=[CH:17][CH:16]=2)[N:13]=[C:12]([C:21]([NH2:22])=[O:26])[CH:11]=1)=[O:8]. The yield is 0.880. (4) The reactants are [CH2:1]([O:8][C:9]1[CH:37]=[CH:36][C:12]2[NH:13][C:14]([C:19]3[C:20](=[O:35])[N:21]([N:30]=[C:31]4[CH2:34][CH2:33][CH2:32]4)[C:22]4[C:27]([C:28]=3[OH:29])=[CH:26][CH:25]=[CH:24][CH:23]=4)=[N:15][S:16](=[O:18])(=[O:17])[C:11]=2[CH:10]=1)[C:2]1[CH:7]=[CH:6][CH:5]=[CH:4][CH:3]=1.CO.[BH4-].[Li+]. The catalyst is O1CCCC1. The product is [CH2:1]([O:8][C:9]1[CH:37]=[CH:36][C:12]2[NH:13][C:14]([C:19]3[C:20](=[O:35])[N:21]([NH:30][CH:31]4[CH2:32][CH2:33][CH2:34]4)[C:22]4[C:27]([C:28]=3[OH:29])=[CH:26][CH:25]=[CH:24][CH:23]=4)=[N:15][S:16](=[O:18])(=[O:17])[C:11]=2[CH:10]=1)[C:2]1[CH:7]=[CH:6][CH:5]=[CH:4][CH:3]=1. The yield is 0.330. (5) The reactants are [F:1][C:2]1[C:11]2[O:10][CH2:9][CH:8]([NH:12][CH2:13][CH2:14][CH2:15][CH2:16][C:17]3[C:25]4[C:20](=[CH:21][CH:22]=[C:23]([F:26])[CH:24]=4)[NH:19][CH:18]=3)[CH2:7][C:6]=2[C:5]([C:27]([NH:29][CH3:30])=[O:28])=[CH:4][CH:3]=1.[CH:31](=O)[CH2:32][CH3:33].C(O)(=O)C.C([BH3-])#N.[Na+]. The product is [F:1][C:2]1[C:11]2[O:10][CH2:9][CH:8]([N:12]([CH2:13][CH2:14][CH2:15][CH2:16][C:17]3[C:25]4[C:20](=[CH:21][CH:22]=[C:23]([F:26])[CH:24]=4)[NH:19][CH:18]=3)[CH2:31][CH2:32][CH3:33])[CH2:7][C:6]=2[C:5]([C:27]([NH:29][CH3:30])=[O:28])=[CH:4][CH:3]=1. The catalyst is CO.CCOC(C)=O.CO. The yield is 0.880. (6) The reactants are [NH:1]1[CH:5]=[CH:4][CH:3]=[C:2]1[C:6]([OH:8])=[O:7].[H-].[Na+].F[C:12]1[CH:17]=[CH:16][C:15]([N+:18]([O-:20])=[O:19])=[CH:14][CH:13]=1.[C:21](OCC)(=O)[CH3:22]. The catalyst is CN(C=O)C. The product is [N+:18]([C:15]1[CH:16]=[CH:17][C:12]([N:1]2[CH:5]=[CH:4][CH:3]=[C:2]2[C:6]([O:8][CH2:21][CH3:22])=[O:7])=[CH:13][CH:14]=1)([O-:20])=[O:19]. The yield is 0.490. (7) The reactants are [CH:1]1([C:4]2[N:5]=[C:6]3[C:12]([C:13](O)=[O:14])=[CH:11][N:10]([CH2:16][O:17][CH2:18][CH2:19][Si:20]([CH3:23])([CH3:22])[CH3:21])[C:7]3=[N:8][CH:9]=2)[CH2:3][CH2:2]1.[NH2:24][C@H:25]([C:41]([CH3:44])([CH3:43])[CH3:42])[C:26]([N:28]1[CH2:33][CH2:32][C:31]([OH:40])([C:34]2[CH:39]=[CH:38][CH:37]=[CH:36][CH:35]=2)[CH2:30][CH2:29]1)=[O:27].C1C=CC2N(O)N=NC=2C=1.C(Cl)CCl.C(N(CC)C(C)C)(C)C. The catalyst is CN(C=O)C. The product is [OH:40][C:31]1([C:34]2[CH:35]=[CH:36][CH:37]=[CH:38][CH:39]=2)[CH2:30][CH2:29][N:28]([C:26]([C@H:25]([NH:24][C:13]([C:12]2[C:6]3[C:7](=[N:8][CH:9]=[C:4]([CH:1]4[CH2:3][CH2:2]4)[N:5]=3)[N:10]([CH2:16][O:17][CH2:18][CH2:19][Si:20]([CH3:23])([CH3:22])[CH3:21])[CH:11]=2)=[O:14])[C:41]([CH3:44])([CH3:43])[CH3:42])=[O:27])[CH2:33][CH2:32]1. The yield is 0.940. (8) The reactants are [Cl:1][C:2]1[CH:3]=[C:4]([C@@H:12]([CH2:16][CH:17]2[CH2:21][CH2:20][CH2:19][CH2:18]2)[C:13]([OH:15])=O)[CH:5]=[CH:6][C:7]=1[S:8]([CH3:11])(=[O:10])=[O:9].C(Cl)(=O)C(Cl)=O.[CH3:28][O:29][CH2:30][CH2:31][NH:32][C:33]1[CH:38]=[N:37][C:36]([NH2:39])=[CH:35][N:34]=1.N1C(C)=CC=CC=1C. The catalyst is C(Cl)Cl.CN(C)C=O.O1CCCC1.O. The product is [Cl:1][C:2]1[CH:3]=[C:4]([C@@H:12]([CH2:16][CH:17]2[CH2:21][CH2:20][CH2:19][CH2:18]2)[C:13]([NH:39][C:36]2[CH:35]=[N:34][C:33]([NH:32][CH2:31][CH2:30][O:29][CH3:28])=[CH:38][N:37]=2)=[O:15])[CH:5]=[CH:6][C:7]=1[S:8]([CH3:11])(=[O:9])=[O:10]. The yield is 0.620.